From a dataset of Forward reaction prediction with 1.9M reactions from USPTO patents (1976-2016). Predict the product of the given reaction. (1) The product is: [CH3:18][C:19]1[N:20]=[C:21]([C:25]#[C:26][CH:27]=[C:28]2[CH2:29][CH2:30][N:31]([C:6]([O:8][CH2:9][CH2:3][O:2][CH3:1])=[O:13])[CH2:32][CH2:33]2)[CH:22]=[CH:23][CH:24]=1. Given the reactants [CH3:1][O:2][CH2:3]CO.[C:6]([O:13]C(Cl)(Cl)Cl)([O:8][C:9](Cl)(Cl)Cl)=O.[CH3:18][C:19]1[CH:24]=[CH:23][CH:22]=[C:21]([C:25]#[C:26][CH:27]=[C:28]2[CH2:33][CH2:32][NH:31][CH2:30][CH2:29]2)[N:20]=1, predict the reaction product. (2) Given the reactants [NH2:1][C:2]1[CH:12]=[CH:11][C:5]([C:6]([O:8][CH2:9][CH3:10])=[O:7])=[CH:4][CH:3]=1.[CH3:13][N:14]([CH3:23])[C:15]1[CH:22]=[CH:21][C:18]([CH:19]=O)=[CH:17][CH:16]=1.C(O[BH-](OC(=O)C)OC(=O)C)(=O)C.[Na+].C(=O)([O-])O.[Na+], predict the reaction product. The product is: [CH3:13][N:14]([CH3:23])[C:15]1[CH:22]=[CH:21][C:18]([CH2:19][NH:1][C:2]2[CH:3]=[CH:4][C:5]([C:6]([O:8][CH2:9][CH3:10])=[O:7])=[CH:11][CH:12]=2)=[CH:17][CH:16]=1. (3) Given the reactants [Cl:1][C:2]1[CH:7]=[CH:6][C:5]([C:8]2([OH:19])[CH2:13][CH2:12][NH:11][CH2:10][CH:9]2[NH:14][C:15](=[O:18])[CH2:16][CH3:17])=[CH:4][CH:3]=1.N1C(C)=CC=CC=1C.[I-].[K+].Br[CH2:31][CH2:32][CH:33]=[C:34]1[C:40]2[CH:41]=[CH:42][CH:43]=[N:44][C:39]=2[CH2:38][O:37][C:36]2[CH:45]=[CH:46][C:47]([C:49]([OH:52])([CH3:51])[CH3:50])=[CH:48][C:35]1=2, predict the reaction product. The product is: [Cl:1][C:2]1[CH:3]=[CH:4][C:5]([C:8]2([OH:19])[CH2:13][CH2:12][N:11]([CH2:31][CH2:32][CH:33]=[C:34]3[C:40]4[CH:41]=[CH:42][CH:43]=[N:44][C:39]=4[CH2:38][O:37][C:36]4[CH:45]=[CH:46][C:47]([C:49]([OH:52])([CH3:51])[CH3:50])=[CH:48][C:35]3=4)[CH2:10][CH:9]2[NH:14][C:15](=[O:18])[CH2:16][CH3:17])=[CH:6][CH:7]=1.[CH:8]([O-:19])=[O:37]. (4) The product is: [C:1]([O:5][C:6]([CH2:8][NH:9][CH2:10][C:11]1[CH:12]=[CH:13][C:14]([C:15]([O:17][CH3:18])=[O:16])=[CH:19][CH:20]=1)=[O:7])([CH3:4])([CH3:2])[CH3:3]. Given the reactants [C:1]([O:5][C:6]([CH2:8]/[N:9]=[CH:10]/[C:11]1[CH:20]=[CH:19][C:14]([C:15]([O:17][CH3:18])=[O:16])=[CH:13][CH:12]=1)=[O:7])([CH3:4])([CH3:3])[CH3:2].[BH4-].[Na+], predict the reaction product. (5) Given the reactants [N:1]1([C:7]2[CH:8]=[CH:9][C:10]([N+:24]([O-])=O)=[C:11]([CH:13]=[CH:14][C:15]3[C:23]4[C:18](=[CH:19][CH:20]=[CH:21][CH:22]=4)[NH:17][N:16]=3)[CH:12]=2)[CH2:6][CH2:5][O:4][CH2:3][CH2:2]1.[Sn].Cl, predict the reaction product. The product is: [NH:17]1[C:18]2[C:23](=[CH:22][CH:21]=[CH:20][CH:19]=2)[C:15]([CH:14]=[CH:13][C:11]2[CH:12]=[C:7]([N:1]3[CH2:2][CH2:3][O:4][CH2:5][CH2:6]3)[CH:8]=[CH:9][C:10]=2[NH2:24])=[N:16]1. (6) Given the reactants [CH2:1]1[O:24][C:23]2[CH:22]=[CH:21][C:5]([CH2:6][CH:7]3[C:16]4[C:11](=[CH:12][C:13]([O:19][CH3:20])=[C:14]([O:17][CH3:18])[CH:15]=4)[CH2:10][CH2:9][NH:8]3)=[CH:4][C:3]=2[O:2]1.Br[CH2:26][C:27](Br)=[O:28].[CH2:30]([NH2:37])[C:31]1[CH:36]=[CH:35][CH:34]=[CH:33][CH:32]=1, predict the reaction product. The product is: [CH2:1]1[O:24][C:23]2[CH:22]=[CH:21][C:5]([CH2:6][CH:7]3[C:16]4[C:11](=[CH:12][C:13]([O:19][CH3:20])=[C:14]([O:17][CH3:18])[CH:15]=4)[CH2:10][CH2:9][N:8]3[CH2:26][C:27]([NH:37][CH2:30][C:31]3[CH:36]=[CH:35][CH:34]=[CH:33][CH:32]=3)=[O:28])=[CH:4][C:3]=2[O:2]1. (7) Given the reactants Br[C:2]1[C:3]2[N:4]([CH:11]=[CH:12][N:13]=2)[N:5]=[C:6]([Cl:10])[C:7]=1[CH2:8][CH3:9].[NH2:14][C:15]1[CH:20]=[CH:19][CH:18]=[CH:17][CH:16]=1.CC(C)([O-])C.[K+], predict the reaction product. The product is: [Cl:10][C:6]1[C:7]([CH2:8][CH3:9])=[C:2]([NH:14][C:15]2[CH:20]=[CH:19][CH:18]=[CH:17][CH:16]=2)[C:3]2[N:4]([CH:11]=[CH:12][N:13]=2)[N:5]=1. (8) Given the reactants [OH:1][CH:2]([CH2:6][C:7]([OH:9])=[O:8])[C:3]([OH:5])=[O:4].F[C:11](F)(F)C(OC(=O)C(F)(F)F)=O.CO, predict the reaction product. The product is: [OH:1][CH:2]([C:3]([O:5][CH3:11])=[O:4])[CH2:6][C:7]([OH:9])=[O:8].